From a dataset of Reaction yield outcomes from USPTO patents with 853,638 reactions. Predict the reaction yield, written as a fraction of the theoretical maximum amount of product (1.0 means a 100% yield; for example, 0.34 means a 34% yield). (1) The reactants are [Br:1][CH2:2][C:3]1[CH:7]=[C:6]([C:8]2O[CH:10]=[CH:11][CH:12]=2)[N:5](C)[N:4]=1.O1C=CC=C1C1[N:23](C)[N:22]=C(CO)C=1. No catalyst specified. The product is [Br:1][CH2:2][C:3]1[N:22]=[N:23][N:5]([C:6]2[CH:8]=[CH:12][CH:11]=[CH:10][CH:7]=2)[N:4]=1. The yield is 0.490. (2) The reactants are Br[C:2]1[C:10]2[C:9]([NH2:11])=[N:8][CH:7]=[N:6][C:5]=2[N:4]([CH2:12][CH2:13][CH:14]([CH3:16])[CH3:15])[CH:3]=1.CC1(C)C(C)(C)OB([C:25]2[CH:26]=[C:27]3[C:31](=[CH:32][CH:33]=2)[N:30]([C:34](=[O:46])[CH2:35][C:36]2[CH:41]=[CH:40][CH:39]=[C:38]([C:42]([F:45])([F:44])[F:43])[CH:37]=2)[CH2:29][CH2:28]3)O1.O1CCOCC1.C([O-])(O)=O.[Na+]. The catalyst is O.C1C=CC([P]([Pd]([P](C2C=CC=CC=2)(C2C=CC=CC=2)C2C=CC=CC=2)([P](C2C=CC=CC=2)(C2C=CC=CC=2)C2C=CC=CC=2)[P](C2C=CC=CC=2)(C2C=CC=CC=2)C2C=CC=CC=2)(C2C=CC=CC=2)C2C=CC=CC=2)=CC=1. The product is [CH3:15][CH:14]([CH3:16])[CH2:13][CH2:12][N:4]1[C:5]2[N:6]=[CH:7][N:8]=[C:9]([NH2:11])[C:10]=2[C:2]([C:25]2[CH:26]=[C:27]3[C:31](=[CH:32][CH:33]=2)[N:30]([C:34](=[O:46])[CH2:35][C:36]2[CH:41]=[CH:40][CH:39]=[C:38]([C:42]([F:45])([F:43])[F:44])[CH:37]=2)[CH2:29][CH2:28]3)=[CH:3]1. The yield is 0.498. (3) The reactants are [Br:1][C:2]1[C:7]([O:8][CH3:9])=[CH:6][CH:5]=[CH:4][C:3]=1[F:10].[CH3:11][O:12]C(Cl)Cl. The product is [Br:1][C:2]1[C:3]([F:10])=[C:4]([CH:5]=[CH:6][C:7]=1[O:8][CH3:9])[CH:11]=[O:12]. The yield is 0.740. The catalyst is [Ti](Cl)(Cl)(Cl)Cl.ClCCl. (4) The reactants are C=CC[C:4]1[CH:9]=[C:8]([O:10][C:11]2[C:16]([OH:17])=[C:15]([OH:18])[CH:14]=[C:13]([CH2:19][CH:20]=[CH2:21])[CH:12]=2)[CH:7]=[CH:6][CH:5]=1.[CH3:22][CH2:23][CH2:24]CCC. The catalyst is CO.C(OC(=O)C)C.[Pd](Cl)Cl. The product is [CH:22](/[C:5]1[CH:4]=[CH:9][C:8]([O:10][C:11]2[CH:12]=[C:13](/[CH:19]=[CH:20]/[CH3:21])[CH:14]=[C:15]([OH:18])[C:16]=2[OH:17])=[CH:7][CH:6]=1)=[CH:23]\[CH3:24]. The yield is 0.900.